This data is from Catalyst prediction with 721,799 reactions and 888 catalyst types from USPTO. The task is: Predict which catalyst facilitates the given reaction. (1) Reactant: Br[C:2]1[CH:3]=[CH:4][C:5]2[N:9]=[C:8]([C:10]3[CH:15]=[CH:14][CH:13]=[CH:12][CH:11]=3)[NH:7][C:6]=2[CH:16]=1.[CH3:17][C:18]1([CH3:34])[C:22]([CH3:24])([CH3:23])[O:21][B:20]([B:20]2[O:21][C:22]([CH3:24])([CH3:23])[C:18]([CH3:34])([CH3:17])[O:19]2)[O:19]1.C([O-])(=O)C.[K+]. Product: [C:10]1([C:8]2[NH:7][C:6]3[CH:16]=[C:2]([B:20]4[O:21][C:22]([CH3:24])([CH3:23])[C:18]([CH3:34])([CH3:17])[O:19]4)[CH:3]=[CH:4][C:5]=3[N:9]=2)[CH:15]=[CH:14][CH:13]=[CH:12][CH:11]=1. The catalyst class is: 12. (2) Reactant: [CH3:1][O:2][C:3]1[CH:4]=[C:5]([CH:10]=[CH:11][C:12]=1[O:13][CH2:14][C:15]1[CH:20]=[CH:19][CH:18]=[C:17]([O:21][CH2:22][C:23]2[CH:32]=[CH:31][C:30]3[C:25](=[CH:26][CH:27]=[CH:28][CH:29]=3)[N:24]=2)[CH:16]=1)[C:6]([O:8]C)=[O:7].[OH-].[Na+]. Product: [CH3:1][O:2][C:3]1[CH:4]=[C:5]([CH:10]=[CH:11][C:12]=1[O:13][CH2:14][C:15]1[CH:20]=[CH:19][CH:18]=[C:17]([O:21][CH2:22][C:23]2[CH:32]=[CH:31][C:30]3[C:25](=[CH:26][CH:27]=[CH:28][CH:29]=3)[N:24]=2)[CH:16]=1)[C:6]([OH:8])=[O:7]. The catalyst class is: 20. (3) Reactant: [O:1]1[CH:5]=[CH:4][CH:3]=[C:2]1[C:6]1[O:7][C:8]([CH3:41])=[C:9]([CH2:11][O:12][C:13]2[CH:38]=[CH:37][C:16]([CH2:17][O:18][C:19]3[C:23](/[CH:24]=[CH:25]/[C:26](OCC)=[O:27])=[CH:22][N:21]([C:31]4[CH:36]=[CH:35][CH:34]=[CH:33][CH:32]=4)[N:20]=3)=[CH:15][C:14]=2[O:39][CH3:40])[N:10]=1.[H-].C([Al+]CC(C)C)C(C)C.O.O.O.O.O.O.O.O.O.O.S([O-])([O-])(=O)=O.[Na+].[Na+]. Product: [O:1]1[CH:5]=[CH:4][CH:3]=[C:2]1[C:6]1[O:7][C:8]([CH3:41])=[C:9]([CH2:11][O:12][C:13]2[CH:38]=[CH:37][C:16]([CH2:17][O:18][C:19]3[C:23](/[CH:24]=[CH:25]/[CH2:26][OH:27])=[CH:22][N:21]([C:31]4[CH:32]=[CH:33][CH:34]=[CH:35][CH:36]=4)[N:20]=3)=[CH:15][C:14]=2[O:39][CH3:40])[N:10]=1. The catalyst class is: 54. (4) Reactant: [S:1]1[CH:5]=[CH:4][CH:3]=[C:2]1[CH2:6][CH2:7][OH:8].C(N(CC)CC)C.[CH3:16][S:17](Cl)(=[O:19])=[O:18]. Product: [CH3:16][S:17]([O:8][CH2:7][CH2:6][C:2]1[S:1][CH:5]=[CH:4][CH:3]=1)(=[O:19])=[O:18]. The catalyst class is: 1. (5) Reactant: [C:1]1([C:7]2[C:16]3[C:11](=[CH:12][CH:13]=[CH:14][CH:15]=3)[N:10]=[C:9]([NH:17][C:18]3[CH:26]=[CH:25][C:21]([C:22](Cl)=[O:23])=[CH:20][CH:19]=3)[N:8]=2)[CH:6]=[CH:5][CH:4]=[CH:3][CH:2]=1.CCN(C(C)C)C(C)C.[CH3:36][C:37]1[CH:43]=[CH:42][C:41]([N+:44]([O-:46])=[O:45])=[CH:40][C:38]=1[NH2:39]. Product: [CH3:36][C:37]1[CH:43]=[CH:42][C:41]([N+:44]([O-:46])=[O:45])=[CH:40][C:38]=1[NH:39][C:22](=[O:23])[C:21]1[CH:25]=[CH:26][C:18]([NH:17][C:9]2[N:8]=[C:7]([C:1]3[CH:6]=[CH:5][CH:4]=[CH:3][CH:2]=3)[C:16]3[C:11](=[CH:12][CH:13]=[CH:14][CH:15]=3)[N:10]=2)=[CH:19][CH:20]=1. The catalyst class is: 217. (6) Reactant: [CH2:1]([C:8]1[NH:9][C:10]([C:13]([NH:15][C@@H:16]2[C:22](=[O:23])[NH:21][C:20]3[CH:24]=[CH:25][C:26](Br)=[CH:27][C:19]=3[CH2:18][CH2:17]2)=[O:14])=[N:11][N:12]=1)[C:2]1[CH:7]=[CH:6][CH:5]=[CH:4][CH:3]=1.CC1(C)C(C)(C)OB([C:37]2[CH:41]=[CH:40][N:39](C(OC(C)(C)C)=O)[N:38]=2)O1.C([O-])([O-])=O.[K+].[K+]. Product: [CH2:1]([C:8]1[NH:9][C:10]([C:13]([NH:15][C@@H:16]2[C:22](=[O:23])[NH:21][C:20]3[CH:24]=[CH:25][C:26]([C:37]4[CH:41]=[CH:40][NH:39][N:38]=4)=[CH:27][C:19]=3[CH2:18][CH2:17]2)=[O:14])=[N:11][N:12]=1)[C:2]1[CH:7]=[CH:6][CH:5]=[CH:4][CH:3]=1. The catalyst class is: 70. (7) Reactant: C[O:2][C:3](=O)[C:4]1[CH:9]=[C:8]([O:10][CH3:11])[CH:7]=[CH:6][C:5]=1[S:12](=[O:25])(=[O:24])[NH:13][C:14]1[CH:15]=[CH:16][C:17]2[CH2:21][O:20][B:19]([OH:22])[C:18]=2[CH:23]=1.CO.[Li+].[BH4-].Cl. Product: [OH:22][B:19]1[C:18]2[CH:23]=[C:14]([NH:13][S:12]([C:5]3[CH:6]=[CH:7][C:8]([O:10][CH3:11])=[CH:9][C:4]=3[CH2:3][OH:2])(=[O:25])=[O:24])[CH:15]=[CH:16][C:17]=2[CH2:21][O:20]1. The catalyst class is: 1. (8) Reactant: [C:1]([C@H:4]1[CH2:8][C:7]([F:10])([F:9])[CH2:6][N:5]1[C:11]([O:13][C:14]([CH3:17])([CH3:16])[CH3:15])=[O:12])(=O)[NH2:2].N1C=CC=CC=1.FC(F)(F)C(OC(=O)C(F)(F)F)=O. Product: [C:1]([C@H:4]1[CH2:8][C:7]([F:10])([F:9])[CH2:6][N:5]1[C:11]([O:13][C:14]([CH3:17])([CH3:16])[CH3:15])=[O:12])#[N:2]. The catalyst class is: 84. (9) Reactant: [N+:1]([C:4]1[CH:5]=[C:6]2[C:11](=[CH:12][CH:13]=1)[NH:10][C:9](=O)[NH:8][C:7]2=O)([O-:3])=[O:2].P(Cl)(Cl)([Cl:18])=O.C(N(C(C)C)C=O)(C)C.[CH3:30][CH:31]([NH2:34])[CH2:32][CH3:33]. Product: [Cl:18][C:9]1[N:8]=[C:7]([NH:34][CH:31]([CH3:30])[CH2:32][CH3:33])[C:6]2[C:11](=[CH:12][CH:13]=[C:4]([N+:1]([O-:3])=[O:2])[CH:5]=2)[N:10]=1. The catalyst class is: 6. (10) Reactant: [Cl:1][C:2]1[CH:7]=[CH:6][CH:5]=[CH:4][C:3]=1[C:8]1[N:9]([C:31]2[CH:36]=[CH:35][C:34]([Cl:37])=[CH:33][CH:32]=2)[C:10]2[C:15]([N:16]=1)=[C:14]([NH:17][C@H:18]1[CH2:23][CH2:22][CH2:21][N:20](C(OC(C)(C)C)=O)[CH2:19]1)[N:13]=[CH:12][N:11]=2.FC(F)(F)C(O)=O. Product: [Cl:1][C:2]1[CH:7]=[CH:6][CH:5]=[CH:4][C:3]=1[C:8]1[N:9]([C:31]2[CH:32]=[CH:33][C:34]([Cl:37])=[CH:35][CH:36]=2)[C:10]2[C:15]([N:16]=1)=[C:14]([NH:17][C@H:18]1[CH2:23][CH2:22][CH2:21][NH:20][CH2:19]1)[N:13]=[CH:12][N:11]=2. The catalyst class is: 4.